From a dataset of Forward reaction prediction with 1.9M reactions from USPTO patents (1976-2016). Predict the product of the given reaction. (1) Given the reactants [NH2:1][C:2]([NH:4][C:5]1[NH:6][C:7]2[C:12]([C:13]=1[C:14]([NH2:16])=[O:15])=[CH:11][CH:10]=[C:9]([C:17]([O:19]C)=[O:18])[CH:8]=2)=[O:3].CO.O, predict the reaction product. The product is: [NH2:1][C:2]([NH:4][C:5]1[NH:6][C:7]2[C:12]([C:13]=1[C:14](=[O:15])[NH2:16])=[CH:11][CH:10]=[C:9]([C:17]([OH:19])=[O:18])[CH:8]=2)=[O:3]. (2) The product is: [OH:15][C:2]1[CH:3]=[N:4][CH:5]=[C:6]([O:8][C:9]2[CH:14]=[CH:13][CH:12]=[CH:11][CH:10]=2)[C:7]=1[S:42][CH3:41]. Given the reactants Br[C:2]1[CH:3]=[N:4][CH:5]=[C:6]([O:8][C:9]2[CH:14]=[CH:13][CH:12]=[CH:11][CH:10]=2)[CH:7]=1.[O:15]=O.[K+].O1CCOCCOCCOCCOCCOCC1.C(OCC)C.[CH3:41][S:42](C)=O, predict the reaction product. (3) Given the reactants C([O:4][CH2:5][C:6]1[C:7]([N:38]2[CH2:50][CH2:49][N:41]3[C:42]4[CH2:43][CH2:44][CH2:45][CH2:46][C:47]=4[CH:48]=[C:40]3[C:39]2=[O:51])=[N:8][CH:9]=[CH:10][C:11]=1[C:12]1[CH:13]=[C:14]([NH:21][C:22]2[CH:27]=[CH:26][C:25]([N:28]3[CH2:33][CH2:32][N:31]([CH:34]4[CH2:37][O:36][CH2:35]4)[CH2:30][CH2:29]3)=[CH:24][N:23]=2)[C:15]2[N:16]([N:18]=[CH:19][N:20]=2)[CH:17]=1)(=O)C.[OH-].[Li+], predict the reaction product. The product is: [OH:4][CH2:5][C:6]1[C:7]([N:38]2[CH2:50][CH2:49][N:41]3[C:42]4[CH2:43][CH2:44][CH2:45][CH2:46][C:47]=4[CH:48]=[C:40]3[C:39]2=[O:51])=[N:8][CH:9]=[CH:10][C:11]=1[C:12]1[CH:13]=[C:14]([NH:21][C:22]2[CH:27]=[CH:26][C:25]([N:28]3[CH2:29][CH2:30][N:31]([CH:34]4[CH2:37][O:36][CH2:35]4)[CH2:32][CH2:33]3)=[CH:24][N:23]=2)[C:15]2[N:16]([N:18]=[CH:19][N:20]=2)[CH:17]=1.